Regression. Given two drug SMILES strings and cell line genomic features, predict the synergy score measuring deviation from expected non-interaction effect. From a dataset of NCI-60 drug combinations with 297,098 pairs across 59 cell lines. (1) Synergy scores: CSS=57.5, Synergy_ZIP=-1.91, Synergy_Bliss=-3.79, Synergy_Loewe=-18.3, Synergy_HSA=-1.81. Drug 2: CC1C(C(CC(O1)OC2CC(CC3=C2C(=C4C(=C3O)C(=O)C5=C(C4=O)C(=CC=C5)OC)O)(C(=O)CO)O)N)O.Cl. Cell line: SF-268. Drug 1: CC=C1C(=O)NC(C(=O)OC2CC(=O)NC(C(=O)NC(CSSCCC=C2)C(=O)N1)C(C)C)C(C)C. (2) Drug 1: C1=CC(=CC=C1CCC2=CNC3=C2C(=O)NC(=N3)N)C(=O)NC(CCC(=O)O)C(=O)O. Drug 2: CCC1(CC2CC(C3=C(CCN(C2)C1)C4=CC=CC=C4N3)(C5=C(C=C6C(=C5)C78CCN9C7C(C=CC9)(C(C(C8N6C=O)(C(=O)OC)O)OC(=O)C)CC)OC)C(=O)OC)O.OS(=O)(=O)O. Cell line: SK-OV-3. Synergy scores: CSS=34.2, Synergy_ZIP=1.78, Synergy_Bliss=-0.371, Synergy_Loewe=-1.85, Synergy_HSA=-0.877. (3) Drug 1: CC1C(C(=O)NC(C(=O)N2CCCC2C(=O)N(CC(=O)N(C(C(=O)O1)C(C)C)C)C)C(C)C)NC(=O)C3=C4C(=C(C=C3)C)OC5=C(C(=O)C(=C(C5=N4)C(=O)NC6C(OC(=O)C(N(C(=O)CN(C(=O)C7CCCN7C(=O)C(NC6=O)C(C)C)C)C)C(C)C)C)N)C. Drug 2: C(=O)(N)NO. Cell line: UACC62. Synergy scores: CSS=11.7, Synergy_ZIP=-5.68, Synergy_Bliss=-4.89, Synergy_Loewe=-90.8, Synergy_HSA=-4.39. (4) Drug 1: CN1CCC(CC1)COC2=C(C=C3C(=C2)N=CN=C3NC4=C(C=C(C=C4)Br)F)OC. Drug 2: CC1C(C(CC(O1)OC2CC(CC3=C2C(=C4C(=C3O)C(=O)C5=CC=CC=C5C4=O)O)(C(=O)C)O)N)O. Cell line: SNB-75. Synergy scores: CSS=55.3, Synergy_ZIP=6.03, Synergy_Bliss=9.98, Synergy_Loewe=-9.76, Synergy_HSA=12.6. (5) Drug 1: CC(C1=C(C=CC(=C1Cl)F)Cl)OC2=C(N=CC(=C2)C3=CN(N=C3)C4CCNCC4)N. Drug 2: CC1C(C(CC(O1)OC2CC(OC(C2O)C)OC3=CC4=CC5=C(C(=O)C(C(C5)C(C(=O)C(C(C)O)O)OC)OC6CC(C(C(O6)C)O)OC7CC(C(C(O7)C)O)OC8CC(C(C(O8)C)O)(C)O)C(=C4C(=C3C)O)O)O)O. Cell line: CCRF-CEM. Synergy scores: CSS=40.6, Synergy_ZIP=4.05, Synergy_Bliss=6.08, Synergy_Loewe=6.82, Synergy_HSA=5.10. (6) Drug 1: C1CC(=O)NC(=O)C1N2CC3=C(C2=O)C=CC=C3N. Drug 2: CCC1(C2=C(COC1=O)C(=O)N3CC4=CC5=C(C=CC(=C5CN(C)C)O)N=C4C3=C2)O.Cl. Cell line: CAKI-1. Synergy scores: CSS=10.7, Synergy_ZIP=-5.14, Synergy_Bliss=-2.09, Synergy_Loewe=-0.580, Synergy_HSA=-0.310. (7) Drug 1: C1=CC(=CC=C1C#N)C(C2=CC=C(C=C2)C#N)N3C=NC=N3. Drug 2: CCC1(CC2CC(C3=C(CCN(C2)C1)C4=CC=CC=C4N3)(C5=C(C=C6C(=C5)C78CCN9C7C(C=CC9)(C(C(C8N6C=O)(C(=O)OC)O)OC(=O)C)CC)OC)C(=O)OC)O.OS(=O)(=O)O. Cell line: NCIH23. Synergy scores: CSS=17.3, Synergy_ZIP=-1.52, Synergy_Bliss=2.20, Synergy_Loewe=3.49, Synergy_HSA=5.18. (8) Drug 1: CC12CCC3C(C1CCC2O)C(CC4=C3C=CC(=C4)O)CCCCCCCCCS(=O)CCCC(C(F)(F)F)(F)F. Cell line: MDA-MB-231. Synergy scores: CSS=2.41, Synergy_ZIP=5.61, Synergy_Bliss=2.16, Synergy_Loewe=2.66, Synergy_HSA=0.551. Drug 2: CNC(=O)C1=NC=CC(=C1)OC2=CC=C(C=C2)NC(=O)NC3=CC(=C(C=C3)Cl)C(F)(F)F. (9) Drug 1: CCCS(=O)(=O)NC1=C(C(=C(C=C1)F)C(=O)C2=CNC3=C2C=C(C=N3)C4=CC=C(C=C4)Cl)F. Drug 2: CNC(=O)C1=CC=CC=C1SC2=CC3=C(C=C2)C(=NN3)C=CC4=CC=CC=N4. Cell line: NCI-H322M. Synergy scores: CSS=-11.2, Synergy_ZIP=3.14, Synergy_Bliss=-3.81, Synergy_Loewe=-11.3, Synergy_HSA=-10.1. (10) Drug 1: CC1=C2C(C(=O)C3(C(CC4C(C3C(C(C2(C)C)(CC1OC(=O)C(C(C5=CC=CC=C5)NC(=O)OC(C)(C)C)O)O)OC(=O)C6=CC=CC=C6)(CO4)OC(=O)C)OC)C)OC. Drug 2: CC1=C(C(=CC=C1)Cl)NC(=O)C2=CN=C(S2)NC3=CC(=NC(=N3)C)N4CCN(CC4)CCO. Cell line: EKVX. Synergy scores: CSS=61.4, Synergy_ZIP=12.2, Synergy_Bliss=13.7, Synergy_Loewe=15.8, Synergy_HSA=16.8.